Task: Predict the reaction yield, written as a fraction of the theoretical maximum amount of product (1.0 means a 100% yield; for example, 0.34 means a 34% yield).. Dataset: Reaction yield outcomes from USPTO patents with 853,638 reactions The reactants are [CH:1]1[C:10]2[CH2:9][CH2:8][CH2:7][CH2:6][C:5]=2[CH:4]=[CH:3][C:2]=1[O:11][CH2:12][CH2:13][O:14][C:15]1[CH:30]=[CH:29][C:18]([CH2:19][CH:20]([C:25]([O:27]C)=[O:26])[C:21]([O:23][CH3:24])=[O:22])=[CH:17][CH:16]=1.[OH-].[Na+]. The catalyst is CO.O1CCCC1. The product is [CH3:24][O:23][C:21]([CH:20]([CH2:19][C:18]1[CH:29]=[CH:30][C:15]([O:14][CH2:13][CH2:12][O:11][C:2]2[CH:3]=[CH:4][C:5]3[CH2:6][CH2:7][CH2:8][CH2:9][C:10]=3[CH:1]=2)=[CH:16][CH:17]=1)[C:25]([OH:27])=[O:26])=[O:22]. The yield is 0.900.